Task: Binary Classification. Given a drug SMILES string, predict its activity (active/inactive) in a high-throughput screening assay against a specified biological target.. Dataset: Choline transporter screen with 302,306 compounds (1) The result is 0 (inactive). The molecule is Clc1ccc(N\C=C2\C(=NOC2=O)c2ccccc2)cc1. (2) The molecule is O=C1N(Cc2c1c(ccc2)C(=O)Nc1cc(cc(c1)C)C)CCOC. The result is 0 (inactive). (3) The molecule is O(C(=O)Cn1nc(c(NC(=O)COc2ccc(OC)cc2)c1C)C)CC. The result is 0 (inactive). (4) The compound is Fc1ccc(C(=O)NC(O)C(=O)c2ccccc2)cc1. The result is 0 (inactive). (5) The compound is s1c2c(ncn(c2=O)CC(OCC)=O)c2c1nc(cc2C)C. The result is 0 (inactive). (6) The drug is S(=O)(=O)(NC)c1c(N2CCN(CC2)C)ccnc1. The result is 0 (inactive). (7) The molecule is [O-][N+](=O)c1c(N2CCCCCC2)ccc(C(NC(=O)c2ccccc2)CC(=O)N)c1. The result is 1 (active). (8) The molecule is S(=O)(=O)(N1C(CCCC1)CCNC(=O)C(=O)Nc1ccccc1)c1ccccc1. The result is 0 (inactive).